This data is from Full USPTO retrosynthesis dataset with 1.9M reactions from patents (1976-2016). The task is: Predict the reactants needed to synthesize the given product. (1) The reactants are: C([Mg]Br)(C)C.[CH2:6]([O:8][C:9](=[O:14])[CH2:10][C:11]([OH:13])=O)[CH3:7].N1(C([C:22]2[CH:27]=[CH:26][CH:25]=[CH:24][N:23]=2)=O)C=CN=C1.N1C=CC=CC=1C(O)=O.C1N=CN(C(N2C=NC=C2)=O)C=1.C([O-])(O)=O.[Na+]. Given the product [O:13]=[C:11]([C:22]1[CH:27]=[CH:26][CH:25]=[CH:24][N:23]=1)[CH2:10][C:9]([O:8][CH2:6][CH3:7])=[O:14], predict the reactants needed to synthesize it. (2) Given the product [N:26]1([CH2:2][C:3]([NH:5][C:6]2[CH:25]=[CH:24][C:9]3[N:10]=[C:11]([NH:14][CH2:15][CH2:16][O:17][C:18]4[CH:23]=[CH:22][CH:21]=[CH:20][CH:19]=4)[O:12][CH2:13][C:8]=3[CH:7]=2)=[O:4])[CH2:31][CH2:30][O:29][CH2:28][CH2:27]1, predict the reactants needed to synthesize it. The reactants are: Cl[CH2:2][C:3]([NH:5][C:6]1[CH:25]=[CH:24][C:9]2[N:10]=[C:11]([NH:14][CH2:15][CH2:16][O:17][C:18]3[CH:23]=[CH:22][CH:21]=[CH:20][CH:19]=3)[O:12][CH2:13][C:8]=2[CH:7]=1)=[O:4].[NH:26]1[CH2:31][CH2:30][O:29][CH2:28][CH2:27]1.